From a dataset of Full USPTO retrosynthesis dataset with 1.9M reactions from patents (1976-2016). Predict the reactants needed to synthesize the given product. (1) Given the product [C:3]([C:7]1[N:11]([CH2:12][CH:13]2[CH2:14][CH2:15][O:16][CH2:17][CH2:18]2)[C:10]2[CH:19]=[CH:20][C:21]([S:23]([N:26]3[CH2:27][CH2:28][CH:29]([C:32]([OH:34])=[O:33])[CH2:30][CH2:31]3)(=[O:25])=[O:24])=[CH:22][C:9]=2[N:8]=1)([CH3:6])([CH3:4])[CH3:5], predict the reactants needed to synthesize it. The reactants are: [OH-].[Na+].[C:3]([C:7]1[N:11]([CH2:12][CH:13]2[CH2:18][CH2:17][O:16][CH2:15][CH2:14]2)[C:10]2[CH:19]=[CH:20][C:21]([S:23]([N:26]3[CH2:31][CH2:30][CH:29]([C:32]([O:34]C)=[O:33])[CH2:28][CH2:27]3)(=[O:25])=[O:24])=[CH:22][C:9]=2[N:8]=1)([CH3:6])([CH3:5])[CH3:4]. (2) Given the product [CH2:1]([N:3]([CH2:4][CH3:5])[C:7](=[S:8])[NH:6][C:9]1[CH:10]=[CH:11][C:12]([O:15][C:16](=[O:25])[N:17]([CH3:24])[C:18]2[CH:23]=[CH:22][CH:21]=[CH:20][CH:19]=2)=[N:13][CH:14]=1)[CH3:2], predict the reactants needed to synthesize it. The reactants are: [CH2:1]([NH:3][CH2:4][CH3:5])[CH3:2].[N:6]([C:9]1[CH:10]=[CH:11][C:12]([O:15][C:16](=[O:25])[N:17]([CH3:24])[C:18]2[CH:23]=[CH:22][CH:21]=[CH:20][CH:19]=2)=[N:13][CH:14]=1)=[C:7]=[S:8]. (3) Given the product [CH3:1][C:2]1[CH:7]=[CH:6][C:5](/[CH:8]=[CH:9]\[CH:13]([S:14][CH:13](/[CH:9]=[CH:8]\[C:5]2[CH:6]=[CH:7][C:2]([CH3:1])=[CH:3][CH:4]=2)[C:12]2[CH:15]=[CH:16][CH:17]=[CH:18][C:11]=2[Cl:10])[C:12]2[CH:15]=[CH:16][CH:17]=[CH:18][C:11]=2[Cl:10])=[CH:4][CH:3]=1, predict the reactants needed to synthesize it. The reactants are: [CH3:1][C:2]1[CH:7]=[CH:6][C:5]([C:8]#[CH:9])=[CH:4][CH:3]=1.[Cl:10][C:11]1[CH:18]=[CH:17][CH:16]=[CH:15][C:12]=1[CH2:13][SH:14].[Na].